Dataset: Forward reaction prediction with 1.9M reactions from USPTO patents (1976-2016). Task: Predict the product of the given reaction. (1) Given the reactants [CH2:1]=[CH:2][CH2:3][CH2:4][CH2:5][CH2:6][CH2:7][CH3:8].C=C.FC1C([B-](C2C(F)=C(F)C(F)=C(F)C=2F)(C2C(F)=C(F)C(F)=C(F)C=2F)C2C(F)=C(F)C(F)=C(F)C=2F)=C(F)C(F)=C(F)C=1F.C[NH+](C)C1C=CC=CC=1.CC(C[Al](CC(C)C)CC(C)C)C.C([Zn]CC)C, predict the reaction product. The product is: [CH2:1]=[CH2:2].[CH2:1]=[CH:2][CH2:3][CH2:4][CH2:5][CH2:6][CH2:7][CH3:8]. (2) Given the reactants [CH3:1][Mg]Br.[C:4]([C:6]1[C:11]([F:12])=[CH:10][C:9]([F:13])=[CH:8]N=1)#N.OS(O)(=O)=O.[NH4+:19].[OH-:20], predict the reaction product. The product is: [F:12][C:11]1[C:6]([C:4](=[O:20])[CH3:1])=[N:19][CH:8]=[C:9]([F:13])[CH:10]=1. (3) Given the reactants [Br:1][C:2]1[CH:3]=[C:4]([CH:9]=[CH:10][CH:11]=1)[C:5]([NH:7][NH2:8])=[O:6].[CH2:12](OC(OCC)(OCC)C)[CH3:13], predict the reaction product. The product is: [Br:1][C:2]1[CH:3]=[C:4]([C:5]2[O:6][C:12]([CH3:13])=[N:8][N:7]=2)[CH:9]=[CH:10][CH:11]=1. (4) Given the reactants [C:1]([C:3]1[CH:8]=[CH:7][CH:6]=[CH:5][N:4]=1)#[N:2].[CH2:9]([Mg]Br)[CH3:10].B(F)(F)F.CCOCC.O, predict the reaction product. The product is: [N:4]1[CH:5]=[CH:6][CH:7]=[CH:8][C:3]=1[C:1]1([NH2:2])[CH2:10][CH2:9]1. (5) Given the reactants [CH3:1][NH:2][C:3]([C:5]1[CH:10]=[CH:9][C:8]([C:11]#[C:12][C:13]2[CH:14]=[CH:15][C:16]([O:22][C:23]([F:26])([F:25])[F:24])=[C:17]([CH:21]=2)[C:18](O)=[O:19])=[CH:7][CH:6]=1)=[O:4].[NH2:27][CH:28]([CH2:31][C:32]1[C:40]2[C:35](=[C:36]([C:41]([F:44])([F:43])[F:42])[CH:37]=[CH:38][CH:39]=2)[NH:34][N:33]=1)[CH2:29][OH:30].CN(C(ON1N=NC2C=CC=NC1=2)=[N+](C)C)C.F[P-](F)(F)(F)(F)F.CN1CCOCC1, predict the reaction product. The product is: [OH:30][CH2:29][CH:28]([NH:27][C:18](=[O:19])[C:17]1[CH:21]=[C:13]([C:12]#[C:11][C:8]2[CH:7]=[CH:6][C:5]([C:3]([NH:2][CH3:1])=[O:4])=[CH:10][CH:9]=2)[CH:14]=[CH:15][C:16]=1[O:22][C:23]([F:24])([F:26])[F:25])[CH2:31][C:32]1[C:40]2[C:35](=[C:36]([C:41]([F:44])([F:43])[F:42])[CH:37]=[CH:38][CH:39]=2)[NH:34][N:33]=1. (6) The product is: [C:1]([O:4][CH2:5][O:19][C:17](=[O:18])[C@@:16]([CH2:21][OH:22])([CH3:20])[CH2:15][C@H:14]([NH2:23])[CH2:13][C:10]1[CH:11]=[CH:12][C:7]([C:31]2[CH:36]=[CH:35][CH:34]=[CH:33][CH:32]=2)=[CH:8][CH:9]=1)(=[O:3])[CH3:2]. Given the reactants [C:1]([O:4][CH2:5]Br)(=[O:3])[CH3:2].[C:7]1([C:31]2[CH:36]=[CH:35][CH:34]=[CH:33][CH:32]=2)[CH:12]=[CH:11][C:10]([CH2:13][C@@H:14]([NH:23]C(OC(C)(C)C)=O)[CH2:15][C@:16]([CH2:21][OH:22])([CH3:20])[C:17]([OH:19])=[O:18])=[CH:9][CH:8]=1.CCN(CC)CC, predict the reaction product. (7) The product is: [Br:9][C:10]1[CH:11]=[C:12]2[C:17](=[CH:18][CH:19]=1)[CH:16]=[C:15]([C:20]1[N:24]=[C:23]([C@@H:25]3[CH2:29][C@H:28]([CH3:30])[CH2:27][N:26]3[C:31]([O:33][C:34]([CH3:36])([CH3:35])[CH3:37])=[O:32])[NH:22][C:21]=1[Cl:8])[CH:14]=[CH:13]2. Given the reactants C1C(=O)N([Cl:8])C(=O)C1.[Br:9][C:10]1[CH:11]=[C:12]2[C:17](=[CH:18][CH:19]=1)[CH:16]=[C:15]([C:20]1[NH:24][C:23]([C@@H:25]3[CH2:29][C@H:28]([CH3:30])[CH2:27][N:26]3[C:31]([O:33][C:34]([CH3:37])([CH3:36])[CH3:35])=[O:32])=[N:22][CH:21]=1)[CH:14]=[CH:13]2, predict the reaction product. (8) Given the reactants Cl[S:2]([N:5]=C=O)(=[O:4])=[O:3].CC(O)(C)C.[CH:13]1[C:26]2[CH:25]=[CH:24][C:23]3[C:18](=[CH:19][CH:20]=[CH:21][CH:22]=3)[C:17]=2[CH:16]=[CH:15][C:14]=1[C:27]1[N:31]([C:32]2[CH:37]=[CH:36][C:35]([NH2:38])=[CH:34][CH:33]=2)[N:30]=[C:29]([C:39]([F:42])([F:41])[F:40])[CH:28]=1.C(N(CC)CC)C, predict the reaction product. The product is: [CH:13]1[C:26]2[CH:25]=[CH:24][C:23]3[C:18](=[CH:19][CH:20]=[CH:21][CH:22]=3)[C:17]=2[CH:16]=[CH:15][C:14]=1[C:27]1[N:31]([C:32]2[CH:33]=[CH:34][C:35]([NH:38][S:2]([NH2:5])(=[O:4])=[O:3])=[CH:36][CH:37]=2)[N:30]=[C:29]([C:39]([F:42])([F:40])[F:41])[CH:28]=1. (9) Given the reactants [Br:1]N1C(=O)CCC1=O.[Cl:9][C:10]1[CH:11]=[CH:12][C:13]2[N:14]([N:20]=[C:21]([C:23]3[CH:27]=[CH:26][O:25][CH:24]=3)[CH:22]=2)[C:15]=1[Si:16]([CH3:19])([CH3:18])[CH3:17].C(=O)(O)[O-].[Na+], predict the reaction product. The product is: [Br:1][C:22]1[C:21]([C:23]2[CH:27]=[CH:26][O:25][CH:24]=2)=[N:20][N:14]2[C:15]([Si:16]([CH3:19])([CH3:18])[CH3:17])=[C:10]([Cl:9])[CH:11]=[CH:12][C:13]=12. (10) Given the reactants C(NC1CCCCC1)(C)C.[Li]CCCC.[Cl:16][C:17]1[N:25]=[CH:24][N:23]=[C:22]2[C:18]=1[N:19]=[CH:20][N:21]2[CH3:26].[CH3:27][S:28](=O)(SC)=O.[NH4+].[Cl-], predict the reaction product. The product is: [Cl:16][C:17]1[N:25]=[CH:24][N:23]=[C:22]2[C:18]=1[N:19]=[C:20]([S:28][CH3:27])[N:21]2[CH3:26].